Predict which catalyst facilitates the given reaction. From a dataset of Catalyst prediction with 721,799 reactions and 888 catalyst types from USPTO. (1) Reactant: [N+:1]([C:4]1[CH:5]=[CH:6][C:7]2[CH2:13][CH2:12][C:11](=O)[CH2:10][CH2:9][C:8]=2[CH:15]=1)([O-:3])=[O:2].ClCCCl.[NH:20]1[CH2:25][CH2:24][O:23][CH2:22][CH2:21]1.C(O)(=O)C.C(O[BH-](OC(=O)C)OC(=O)C)(=O)C.[Na+]. Product: [N+:1]([C:4]1[CH:5]=[CH:6][C:7]2[CH2:13][CH2:12][CH:11]([N:20]3[CH2:25][CH2:24][O:23][CH2:22][CH2:21]3)[CH2:10][CH2:9][C:8]=2[CH:15]=1)([O-:3])=[O:2]. The catalyst class is: 2. (2) Reactant: [H-].[Na+].[CH:3]1([S:6]([NH2:9])(=[O:8])=[O:7])[CH2:5][CH2:4]1.[CH3:10][C:11]1([CH3:35])[C:20]2[C:15](=[CH:16][CH:17]=[C:18]([C:21](O)=[O:22])[CH:19]=2)[NH:14][CH:13]([C:24]2[CH:29]=[CH:28][CH:27]=[C:26]([N:30]3[CH2:34][CH2:33][CH2:32][CH2:31]3)[CH:25]=2)[CH2:12]1.C(N1C=CN=C1)(N1C=CN=C1)=O. Product: [CH3:10][C:11]1([CH3:35])[C:20]2[C:15](=[CH:16][CH:17]=[C:18]([C:21]([NH:9][S:6]([CH:3]3[CH2:5][CH2:4]3)(=[O:8])=[O:7])=[O:22])[CH:19]=2)[NH:14][CH:13]([C:24]2[CH:29]=[CH:28][CH:27]=[C:26]([N:30]3[CH2:34][CH2:33][CH2:32][CH2:31]3)[CH:25]=2)[CH2:12]1. The catalyst class is: 35. (3) Reactant: [C:1]([O:5][C:6]([NH:8][CH:9]([CH3:13])[C:10]([OH:12])=[O:11])=[O:7])([CH3:4])([CH3:3])[CH3:2].CN(C(ON1N=NC2C=CC=NC1=2)=[N+](C)C)C.F[P-](F)(F)(F)(F)F.C(N(CC)C(C)C)(C)C.CN(C1C=CC=CN=1)C.[Cl:56][C:57]1[C:58]([F:100])=[C:59]([C@@H:63]2[C@:67]([C:70]3[CH:75]=[CH:74][C:73]([Cl:76])=[CH:72][C:71]=3[F:77])([C:68]#[N:69])[C@H:66]([CH2:78][C:79]([CH3:82])([CH3:81])[CH3:80])[NH:65][C@H:64]2[C:83]([NH:85][C:86]2[CH:97]=[CH:96][C:89]([C:90]([O:92][CH2:93][CH2:94]O)=[O:91])=[CH:88][C:87]=2[O:98][CH3:99])=[O:84])[CH:60]=[CH:61][CH:62]=1. Product: [C:1]([O:5][C:6]([NH:8][C@@H:9]([CH3:13])[C:10]([O:12][CH2:94][CH2:93][O:92][C:90](=[O:91])[C:89]1[CH:96]=[CH:97][C:86]([NH:85][C:83]([C@H:64]2[C@H:63]([C:59]3[CH:60]=[CH:61][CH:62]=[C:57]([Cl:56])[C:58]=3[F:100])[C@:67]([C:70]3[CH:75]=[CH:74][C:73]([Cl:76])=[CH:72][C:71]=3[F:77])([C:68]#[N:69])[C@H:66]([CH2:78][C:79]([CH3:80])([CH3:81])[CH3:82])[NH:65]2)=[O:84])=[C:87]([O:98][CH3:99])[CH:88]=1)=[O:11])=[O:7])([CH3:4])([CH3:2])[CH3:3]. The catalyst class is: 42. (4) The catalyst class is: 9. Reactant: C(OC([N:8]1[CH2:12][CH2:11][C@@H:10]([NH:13][C:14]2[N:19]=[C:18]([C:20](OCC)=[O:21])[C:17]([N+:25]([O-])=O)=[C:16]([NH:28][C:29]3[CH:34]=[CH:33][CH:32]=[CH:31][C:30]=3[O:35][CH3:36])[N:15]=2)[CH2:9]1)=O)(C)(C)C.ClC1N=C([C:44](OCC)=[O:45])C([N+]([O-])=O)=C(NC2C=CC=CC=2OC)N=1.C([N:68]1CCC(N)C1)(OC(C)(C)C)=O.C(N(C(C)C)CC)(C)C. Product: [CH3:36][O:35][C:30]1[CH:31]=[CH:32][CH:33]=[CH:34][C:29]=1[N:28]1[C:44](=[O:45])[NH:25][C:17]2[C:16]1=[N:15][C:14]([NH:13][C@@H:10]1[CH2:11][CH2:12][NH:8][CH2:9]1)=[N:19][C:18]=2[C:20]([NH2:68])=[O:21]. (5) Reactant: [F:1][C:2]1[CH:7]=[CH:6][CH:5]=[C:4]([O:8][CH2:9][CH:10]([CH3:12])[CH3:11])[CH:3]=1.[Li]C(CC)C.CN(C)[CH:20]=[O:21]. Product: [F:1][C:2]1[CH:7]=[CH:6][CH:5]=[C:4]([O:8][CH2:9][CH:10]([CH3:12])[CH3:11])[C:3]=1[CH:20]=[O:21]. The catalyst class is: 7. (6) Reactant: [Br:1][C:2]1[CH:7]=[CH:6][C:5]([S:8]([O:11][CH2:12][CH2:13][C@@H:14]([CH:16]2[CH2:21][CH2:20][CH2:19][CH2:18][CH2:17]2)[OH:15])(=[O:10])=[O:9])=[CH:4][CH:3]=1.[Cr](Cl)([O-])(=O)=O.[NH+]1C=CC=CC=1. Product: [Br:1][C:2]1[CH:3]=[CH:4][C:5]([S:8]([O:11][CH2:12][CH2:13][C:14]([CH:16]2[CH2:21][CH2:20][CH2:19][CH2:18][CH2:17]2)=[O:15])(=[O:9])=[O:10])=[CH:6][CH:7]=1. The catalyst class is: 4. (7) Reactant: [CH3:1][C:2]1[C:6]([C:7]2[CH:8]=[CH:9][C:10]([C:23](OC)=[O:24])=[C:11]3[C:16]=2[O:15][CH2:14][CH:13]([C:17]2[CH:22]=[CH:21][CH:20]=[CH:19][CH:18]=2)[NH:12]3)=[C:5]([CH3:27])[O:4][N:3]=1.[AlH4-].[Li+]. Product: [CH3:1][C:2]1[C:6]([C:7]2[C:16]3[O:15][CH2:14][CH:13]([C:17]4[CH:22]=[CH:21][CH:20]=[CH:19][CH:18]=4)[NH:12][C:11]=3[C:10]([CH2:23][OH:24])=[CH:9][CH:8]=2)=[C:5]([CH3:27])[O:4][N:3]=1. The catalyst class is: 7.